This data is from Reaction yield outcomes from USPTO patents with 853,638 reactions. The task is: Predict the reaction yield, written as a fraction of the theoretical maximum amount of product (1.0 means a 100% yield; for example, 0.34 means a 34% yield). The reactants are [NH2:1][C:2]1[C:7]2[CH:8]=[CH:9][N:10]([C:11]([C:13]3[C:18]([Cl:19])=[CH:17][CH:16]=[CH:15][C:14]=3[Cl:20])=[O:12])[C:6]=2[CH:5]=[CH:4][N:3]=1.C(N(CC)CC)C.Cl[C:29]([O:31][CH3:32])=[O:30].O. The catalyst is O1CCCC1. The product is [Cl:20][C:14]1[CH:15]=[CH:16][CH:17]=[C:18]([Cl:19])[C:13]=1[C:11]([N:10]1[C:6]2[CH:5]=[CH:4][N:3]=[C:2]([NH:1][C:29](=[O:30])[O:31][CH3:32])[C:7]=2[CH:8]=[CH:9]1)=[O:12]. The yield is 0.600.